From a dataset of Catalyst prediction with 721,799 reactions and 888 catalyst types from USPTO. Predict which catalyst facilitates the given reaction. (1) Reactant: [Cl:1][C:2]1[CH:7]=[C:6]2[NH:8][C:9](=[O:41])[C:10]3([CH:15]([C:16]4[CH:21]=[C:20]([Cl:22])[CH:19]=[CH:18][C:17]=4[O:23][C:24]([C:29](O)=[O:30])([CH2:27][CH3:28])[CH2:25][CH3:26])[CH2:14][C:13](=[O:32])[NH:12][CH:11]3[C:33]3[CH:38]=[C:37]([F:39])[CH:36]=[CH:35][C:34]=3[CH3:40])[C:5]2=[CH:4][C:3]=1[F:42].C1N=CN(C(N2C=NC=C2)=O)C=1.[CH3:55][S:56]([NH2:59])(=[O:58])=[O:57].[H-].[Na+].Cl. Product: [Cl:1][C:2]1[CH:7]=[C:6]2[NH:8][C:9](=[O:41])[C:10]3([CH:15]([C:16]4[CH:21]=[C:20]([Cl:22])[CH:19]=[CH:18][C:17]=4[O:23][C:24]([CH2:27][CH3:28])([C:29]([NH:59][S:56]([CH3:55])(=[O:58])=[O:57])=[O:30])[CH2:25][CH3:26])[CH2:14][C:13](=[O:32])[NH:12][CH:11]3[C:33]3[CH:38]=[C:37]([F:39])[CH:36]=[CH:35][C:34]=3[CH3:40])[C:5]2=[CH:4][C:3]=1[F:42]. The catalyst class is: 18. (2) Reactant: C(N(C(C)C)CC)(C)C.[CH2:10]([O:17][CH2:18][C:19]1[O:24][C:23](=[O:25])[C:22]([CH3:26])=[C:21]([OH:27])[C:20]=1[CH3:28])[C:11]1[CH:16]=[CH:15][CH:14]=[CH:13][CH:12]=1.[CH3:29][O:30][CH2:31]Cl. Product: [CH2:10]([O:17][CH2:18][C:19]1[O:24][C:23](=[O:25])[C:22]([CH3:26])=[C:21]([O:27][CH2:29][O:30][CH3:31])[C:20]=1[CH3:28])[C:11]1[CH:16]=[CH:15][CH:14]=[CH:13][CH:12]=1. The catalyst class is: 1.